Dataset: Catalyst prediction with 721,799 reactions and 888 catalyst types from USPTO. Task: Predict which catalyst facilitates the given reaction. (1) Reactant: [CH3:1][O:2][C:3]([C:5]1[C:9]([C:10]2[CH:15]=[CH:14][CH:13]=[CH:12][CH:11]=2)=[C:8]([C:16]2[CH:21]=[CH:20][CH:19]=[CH:18][CH:17]=2)[NH:7][CH:6]=1)=[O:4].Br[CH2:23][CH2:24][CH2:25][O:26][CH3:27].[H-].[Na+].C(=O)(O)[O-].[Na+]. Product: [CH3:1][O:2][C:3]([C:5]1[C:9]([C:10]2[CH:15]=[CH:14][CH:13]=[CH:12][CH:11]=2)=[C:8]([C:16]2[CH:21]=[CH:20][CH:19]=[CH:18][CH:17]=2)[N:7]([CH2:23][CH2:24][CH2:25][O:26][CH3:27])[CH:6]=1)=[O:4]. The catalyst class is: 3. (2) Reactant: CO.[NH:3]1[C:11]2[C:6](=[CH:7][CH:8]=[C:9]([C:12]([O:14][CH2:15][CH3:16])=[O:13])[CH:10]=2)[CH:5]=[C:4]1[C:17]([O:19][CH2:20][CH3:21])=[O:18].[C:22](#[N:25])[CH:23]=[CH2:24].O. The catalyst class is: 12. Product: [C:22]([CH2:23][CH2:24][N:3]1[C:11]2[C:6](=[CH:7][CH:8]=[C:9]([C:12]([O:14][CH2:15][CH3:16])=[O:13])[CH:10]=2)[CH:5]=[C:4]1[C:17]([O:19][CH2:20][CH3:21])=[O:18])#[N:25]. (3) Reactant: C([O:8][C:9](=[O:40])[C:10]1[CH:15]=[CH:14][C:13]([C:16]2[CH:17]=[N:18][CH:19]=[C:20]([CH2:22][C:23]([OH:25])=[O:24])[CH:21]=2)=[C:12]([CH2:26][N:27]([C:30]([O:32][CH2:33][C:34]2[CH:39]=[CH:38][CH:37]=[CH:36][CH:35]=2)=[O:31])[CH2:28][CH3:29])[CH:11]=1)C1C=CC=CC=1.[Li+].[OH-]. Product: [CH2:33]([O:32][C:30]([N:27]([CH2:26][C:12]1[CH:11]=[C:10]([CH:15]=[CH:14][C:13]=1[C:16]1[CH:17]=[N:18][CH:19]=[C:20]([CH2:22][C:23]([OH:25])=[O:24])[CH:21]=1)[C:9]([OH:40])=[O:8])[CH2:28][CH3:29])=[O:31])[C:34]1[CH:35]=[CH:36][CH:37]=[CH:38][CH:39]=1. The catalyst class is: 5. (4) Reactant: OC(C(F)(F)F)=O.[Br:8][C:9]1[CH:10]=[C:11]2[C:16]([NH:17][C@@H:18]3[CH2:25][C@@H:21]4[CH2:22][NH:23][CH2:24][C@@H:20]4[C@H:19]3[CH3:26])=[C:15]([C:27]([NH2:29])=[O:28])[CH:14]=[N:13][N:12]2[CH:30]=1.[OH:31][C:32]([CH3:37])([CH3:36])[C:33](O)=[O:34].C(N(CC)CC)C. Product: [Br:8][C:9]1[CH:10]=[C:11]2[C:16]([NH:17][C@@H:18]3[CH2:25][C@@H:21]4[CH2:22][N:23]([C:33](=[O:34])[C:32]([OH:31])([CH3:37])[CH3:36])[CH2:24][C@@H:20]4[C@H:19]3[CH3:26])=[C:15]([C:27]([NH2:29])=[O:28])[CH:14]=[N:13][N:12]2[CH:30]=1. The catalyst class is: 42. (5) Reactant: [N+:1]([O-:4])([O-])=[O:2].[K+].[CH2:6]([N:8]([CH2:22][CH3:23])[CH2:9][CH2:10][O:11][C:12]1[CH:17]=[CH:16][C:15]([NH:18][C:19](=[O:21])[CH3:20])=[CH:14][CH:13]=1)[CH3:7].N. Product: [CH2:22]([N:8]([CH2:6][CH3:7])[CH2:9][CH2:10][O:11][C:12]1[CH:13]=[CH:14][C:15]([NH:18][C:19](=[O:21])[CH3:20])=[CH:16][C:17]=1[N+:1]([O-:4])=[O:2])[CH3:23]. The catalyst class is: 65. (6) Reactant: Br[C:2]1[CH:3]=[C:4]([CH3:9])[C:5]([NH2:8])=[N:6][CH:7]=1.[CH3:10][C@H:11]1[CH2:16][CH2:15][C@H:14]([C:17]([N:19]([CH:32]([CH3:34])[CH3:33])[C:20]2[CH:21]=[C:22](B(O)O)[S:23][C:24]=2[C:25]([O:27][CH3:28])=[O:26])=[O:18])[CH2:13][CH2:12]1.C(=O)([O-])[O-].[Na+].[Na+]. The catalyst class is: 70. Product: [NH2:8][C:5]1[N:6]=[CH:7][C:2]([C:22]2[S:23][C:24]([C:25]([O:27][CH3:28])=[O:26])=[C:20]([N:19]([C:17]([C@H:14]3[CH2:15][CH2:16][C@H:11]([CH3:10])[CH2:12][CH2:13]3)=[O:18])[CH:32]([CH3:34])[CH3:33])[CH:21]=2)=[CH:3][C:4]=1[CH3:9].